Dataset: Full USPTO retrosynthesis dataset with 1.9M reactions from patents (1976-2016). Task: Predict the reactants needed to synthesize the given product. (1) The reactants are: [Cl:1][C:2]1[CH:7]=[C:6]([Cl:8])[CH:5]=[C:4]([Cl:9])[C:3]=1[C:10]1[C:18]2[O:17][CH:16]([CH2:19][OH:20])[CH2:15][C:14]=2[CH:13]=[CH:12][CH:11]=1.[C:21]1([CH3:31])[CH:26]=[CH:25][C:24]([S:27](Cl)(=[O:29])=[O:28])=[CH:23][CH:22]=1.CC1C=CC(S(OCC2CC3C(C(F)(F)F)=CC=C(Cl)C=3O2)(=O)=O)=CC=1. Given the product [CH3:31][C:21]1[CH:26]=[CH:25][C:24]([S:27]([O:20][CH2:19][CH:16]2[CH2:15][C:14]3[CH:13]=[CH:12][CH:11]=[C:10]([C:3]4[C:4]([Cl:9])=[CH:5][C:6]([Cl:8])=[CH:7][C:2]=4[Cl:1])[C:18]=3[O:17]2)(=[O:29])=[O:28])=[CH:23][CH:22]=1, predict the reactants needed to synthesize it. (2) Given the product [N+:31]([C:26]1[CH:27]=[CH:28][CH:29]=[CH:30][C:25]=1[S:24][C:12]1[C:11]2[C:15](=[CH:16][C:8]([NH2:7])=[CH:9][CH:10]=2)[N:14]([CH2:17][C:18]2[CH:19]=[N:20][CH:21]=[CH:22][CH:23]=2)[CH:13]=1)([O-:33])=[O:32], predict the reactants needed to synthesize it. The reactants are: C(OC(=O)[NH:7][C:8]1[CH:16]=[C:15]2[C:11]([C:12]([S:24][C:25]3[CH:30]=[CH:29][CH:28]=[CH:27][C:26]=3[N+:31]([O-:33])=[O:32])=[CH:13][N:14]2[CH2:17][C:18]2[CH:19]=[N:20][CH:21]=[CH:22][CH:23]=2)=[CH:10][CH:9]=1)(C)(C)C. (3) Given the product [C:14]([C:2]1[CH:3]=[C:4]([CH2:9][C:10]([OH:12])=[O:11])[CH:5]=[CH:6][C:7]=1[F:8])#[N:15], predict the reactants needed to synthesize it. The reactants are: Br[C:2]1[CH:3]=[C:4]([CH2:9][C:10]([OH:12])=[O:11])[CH:5]=[CH:6][C:7]=1[F:8].[Cu][C:14]#[N:15]. (4) Given the product [CH3:17][O:18][C:19]([C:21]1([CH3:26])[CH2:25][CH2:24][N:23]([C:11](=[O:13])[C:10]2[CH:14]=[CH:15][CH:16]=[C:8]([O:1][C:2]3[CH:3]=[CH:4][CH:5]=[CH:6][CH:7]=3)[CH:9]=2)[CH2:22]1)=[O:20], predict the reactants needed to synthesize it. The reactants are: [O:1]([C:8]1[CH:9]=[C:10]([CH:14]=[CH:15][CH:16]=1)[C:11]([OH:13])=O)[C:2]1[CH:7]=[CH:6][CH:5]=[CH:4][CH:3]=1.[CH3:17][O:18][C:19]([C:21]1([CH3:26])[CH2:25][CH2:24][NH:23][CH2:22]1)=[O:20].C(N(CC)CC)C.C(P1(=O)OP(CCC)(=O)OP(CCC)(=O)O1)CC. (5) Given the product [Cl:1][C:2]1[CH:7]=[C:6]([F:8])[CH:5]=[CH:4][C:3]=1[S:9]([N:12]([CH3:35])[CH2:13][CH2:14][CH2:15][NH:16][C:17](=[O:34])[C@H:18]([CH2:30][CH:31]([CH3:33])[CH3:32])[NH2:19])(=[O:10])=[O:11], predict the reactants needed to synthesize it. The reactants are: [Cl:1][C:2]1[CH:7]=[C:6]([F:8])[CH:5]=[CH:4][C:3]=1[S:9]([N:12]([CH3:35])[CH2:13][CH2:14][CH2:15][NH:16][C:17](=[O:34])[C@H:18]([CH2:30][CH:31]([CH3:33])[CH3:32])[NH:19]C(OCC1C=CC=CC=1)=O)(=[O:11])=[O:10].B(Br)(Br)Br. (6) Given the product [NH:35]([C:42]1[N:43]([C:55]2[CH:60]=[CH:59][CH:58]=[CH:57][CH:56]=2)[C:44]2[C:49]([C:50](=[O:52])[CH:51]=1)=[C:48]([CH3:3])[C:47]([F:53])=[C:46]([Cl:54])[N:45]=2)[C:36]1[CH:41]=[CH:40][CH:39]=[CH:38][CH:37]=1, predict the reactants needed to synthesize it. The reactants are: [Li]N1C(C)(C)CCC[C:3]1(C)C.CC1CCCN(C)C1(C)C.CN(CCN(C)C)C.[Li]CCCC.[NH:35]([C:42]1[N:43]([C:55]2[CH:60]=[CH:59][CH:58]=[CH:57][CH:56]=2)[C:44]2[C:49]([C:50](=[O:52])[CH:51]=1)=[CH:48][C:47]([F:53])=[C:46]([Cl:54])[N:45]=2)[C:36]1[CH:41]=[CH:40][CH:39]=[CH:38][CH:37]=1.CI. (7) Given the product [Cl:23][C:21]1[C:20]([Cl:24])=[CH:19][C:16]2[C:17]3[N:39]([N:38]=[C:35]([CH3:36])[N:18]=3)[C:1]([N:2]3[CH2:7][CH2:6][N:5]([CH3:9])[CH2:4][CH2:3]3)=[N:14][C:15]=2[CH:22]=1, predict the reactants needed to synthesize it. The reactants are: [CH3:1][N:2]1[CH2:7][CH2:6][NH:5][CH2:4][CH2:3]1.N1CCNC[CH2:9]1.[NH2:14][C:15]1[CH:22]=[C:21]([Cl:23])[C:20]([Cl:24])=[CH:19][C:16]=1[C:17]#[N:18].NC1C=CC(Cl)=CC=1C#N.[C:35]([NH:38][NH2:39])(=O)[CH3:36].C(NN)=O. (8) Given the product [CH3:13][C:14]1([CH3:21])[CH2:19][CH2:18][CH2:17][C:16]([CH2:6][N:7]2[C:11]([CH3:12])=[CH:10][CH:9]=[N:8]2)([OH:20])[CH2:15]1, predict the reactants needed to synthesize it. The reactants are: [Li]CCCC.[CH3:6][N:7]1[C:11]([CH3:12])=[CH:10][CH:9]=[N:8]1.[CH3:13][C:14]1([CH3:21])[CH2:19][CH2:18][CH2:17][C:16](=[O:20])[CH2:15]1. (9) Given the product [CH3:17][N:16]([CH3:18])[CH2:15][CH2:14][O:13][C:5]1[CH:4]=[CH:3][C:2]([B:22]2[O:23][C:24]([CH3:26])([CH3:25])[C:20]([CH3:36])([CH3:19])[O:21]2)=[CH:7][C:6]=1[NH:8][S:9]([CH3:12])(=[O:11])=[O:10], predict the reactants needed to synthesize it. The reactants are: Br[C:2]1[CH:3]=[CH:4][C:5]([O:13][CH2:14][CH2:15][N:16]([CH3:18])[CH3:17])=[C:6]([NH:8][S:9]([CH3:12])(=[O:11])=[O:10])[CH:7]=1.[CH3:19][C:20]1([CH3:36])[C:24]([CH3:26])([CH3:25])[O:23][B:22]([B:22]2[O:23][C:24]([CH3:26])([CH3:25])[C:20]([CH3:36])([CH3:19])[O:21]2)[O:21]1.C([O-])(=O)C.[K+].